From a dataset of Forward reaction prediction with 1.9M reactions from USPTO patents (1976-2016). Predict the product of the given reaction. Given the reactants [NH:1]([C:3]1[CH:8]=[CH:7][CH:6]=[CH:5][N:4]=1)[NH2:2].[C:9]([CH2:11]C(OC(C)(C)C)=O)#[N:10].[CH3:19][O:20][C:21]1[CH:29]=[CH:28][C:24]([C:25](Cl)=O)=[CH:23][CH:22]=1, predict the reaction product. The product is: [CH3:19][O:20][C:21]1[CH:29]=[CH:28][C:24]([C:25]2[CH:11]=[C:9]([NH2:10])[N:1]([C:3]3[CH:8]=[CH:7][CH:6]=[CH:5][N:4]=3)[N:2]=2)=[CH:23][CH:22]=1.